Binary Classification. Given a miRNA mature sequence and a target amino acid sequence, predict their likelihood of interaction. From a dataset of Experimentally validated miRNA-target interactions with 360,000+ pairs, plus equal number of negative samples. (1) The miRNA is hsa-miR-215-5p with sequence AUGACCUAUGAAUUGACAGAC. The protein sequence of the target gene is MLRVRCLRGGSRGAEAVHYIGSRLGRTLTGWVQRTFQSTQAATASSRNSCAADDKATEPLPKDCPVSSYNEWDPLEEVIVGRAENACVPPFTIEVKANTYEKYWPFYQKQGGHYFPKDHLKKAVAEIEEMCNILKTEGVTVRRPDPIDWSLKYKTPDFESTGLYSAMPRDILIVVGNEIIEAPMAWRSRFFEYRAYRSIIKDYFHRGAKWTTAPKPTMADELYNQDYPIHSVEDRHKLAAQGKFVTTEFEPCFDAADFIRAGRDIFAQRSQVTNYLGIEWMRRHLAPDYRVHIISFKDPN.... Result: 1 (interaction). (2) The miRNA is hsa-miR-4680-5p with sequence AGAACUCUUGCAGUCUUAGAUGU. Result: 0 (no interaction). The protein sequence of the target gene is MAPFEPLASGILLLLWLIAPSRACTCVPPHPQTAFCNSDLVIRAKFVGTPEVNQTTLYQRYEIKMTKMYKGFQALGDAADIRFVYTPAMESVCGYFHRSHNRSEEFLIAGKLQDGLLHITTCSFVAPWNSLSLAQRRGFTKTYTVGCEECTVFPCLSIPCKLQSGTHCLWTDQLLQGSEKGFQSRHLACLPREPGLCTWQSLRSQIA.